From a dataset of Experimentally validated miRNA-target interactions with 360,000+ pairs, plus equal number of negative samples. Binary Classification. Given a miRNA mature sequence and a target amino acid sequence, predict their likelihood of interaction. (1) The miRNA is mmu-miR-200b-5p with sequence CAUCUUACUGGGCAGCAUUGGA. The protein sequence of the target gene is MSSDEKGISPAHKTSTPTHRSASSSTSSQRESRQSIHVLERTASSSTEPSVSRQLLEPEPIPLSKEADSWEIIEGLKIGQTNVQKPDRHEGFMLKKRKWPLKGWHKRFFVLDNGMLKYSKAPLDIQKGKVHGSIDVGLSVMSIKKKARRIDLDTEEHIYHLKVKSQDWFDAWVSKLRHHRLYRQNEIVRSPRDASFHIFPATSTAESSPAANVSVVDGKMQPNSFPWQSPLPCSNSLPATCTTGQSKVAAWLQDSEEMDRCAEDLAHCQSNLVELSKLLQNLEILQRTQSAPNFTDMQAN.... Result: 0 (no interaction). (2) The miRNA is hsa-miR-122-5p with sequence UGGAGUGUGACAAUGGUGUUUG. The protein sequence of the target gene is MGALSSRVLRPAGRTEQPEPTPGAGGAARRSDAGEDAGHSFCYCPGGRKRKRSSGTFCYCHPDSETDDDEDEGDEQQRLLNTPRRKKLKSTSKYIYQTLFLNGENSDIKICALGEEWSLHKIYLCQSGYFSSMFSGSWKESSMNIIELEIPDQNIDIEALQVAFGSLYRDDVLIKPSRVVAILAAACMLQLDGLIQQCGETMKETISVRTVCGYYTSAGTYGLDSVKKKCLEWLLNNLMTHQSVELFKELSINVMKQLIGSSNLFVMQVEMDVYTALKKWMFLQLVPSWNGSLKQLLTET.... Result: 0 (no interaction). (3) The miRNA is hsa-miR-4649-3p with sequence UCUGAGGCCUGCCUCUCCCCA. The protein sequence of the target gene is MAKRSSLYIRIVEGKNLPAKDITGSSDPYCIVKVDNEPIIRTATVWKTLCPFWGEEYQVHLPPTFHAVAFYVMDEDALSRDDVIGKVCLTRDTIASHPKGFSGWAHLTEVDPDEEVQGEIHLRLEVWPGARACRLRCSVLEARDLAPKDRNGTSDPFVRVRYKGRTRETSIVKKSCYPRWNETFEFELQEGAMEALCVEAWDWDLVSRNDFLGKVVIDVQRLRVVQQEEGWFRLQPDQSKSRRHDEGNLGSLQLEVRLRDETVLPSSYYQPLVHLLCHEVKLGMQGPGQLIPLIEETTST.... Result: 1 (interaction). (4) The miRNA is hsa-miR-4676-5p with sequence GAGCCAGUGGUGAGACAGUGA. The protein sequence of the target gene is MYGSCLLEKEAGMYPGTLMSPGGDGTAGTGGTGGGGSPMPASNFAAAPAFSHYMGYPHMPSMDPHWPSLGVWGSPYSPPREDWSVYPGPSSTMGTVPVNDVTSSPAAFCSTDYSNLGPVGGGTSGSSLPGQAGGSLVPTDAGAAKASSPSRSRHSPYAWMRKTVQVTGKTRTKEKYRVVYTDHQRLELEKEFHCNRYITIQRKSELAVNLGLSERQVKIWFQNRRAKERKMIKKKISQFENSGGSVQSDSDSISPGELPNTFFTTPSAVRGFQPIEIQQVIVSE. Result: 0 (no interaction). (5) The protein sequence of the target gene is MNEEEQFVSIDLNDDNICSVCKLGTDKDTLSFCHICFELNLEGVPKSNLLHTKSVRGHKDCFEKYHLIANQDCSRSKLSKSTYEGVKTIVSKKINWIVQYAQNKNLDLESECSKTSQHPLLNFRHKPEKKLLPQFDSQVPKYSAKGSAGNAGSISSYAQRILEHRENTDFRLGLLEDADALWTHSHSQAQKTEETSSGPEGTIQTQNPHYSREELNSMTLAEVVQLSAKLQQRIQEVFEELTHQVQEKDSLASELHVRHVAIEQLLKNCSKLPCLQVGRTGTRSHLPMNH. The miRNA is hsa-miR-1252-3p with sequence CAAAUGAGCUUAAUUUCCUUUU. Result: 0 (no interaction). (6) The miRNA is mmu-miR-344f-3p with sequence CUCUAGCCAGGACCUGACUAC. The protein sequence of the target gene is MTGKSVKDVDRYQAVLANLLLEEDNKFCADCQSKGPRWASWNIGVFICIRCAGIHRNLGVHISRVKSVNLDQWTQEQIQCMQEMGNGKANRLYEAYLPETFRRPQIDPAVEGFIRDKYEKKKYMDRSLDINVLRKEKDDKWKRGNEPAPEKKMEPVVFEKVKMPQKKEDAQLPRKSSPKSAAPVMDLLGLDAPVACSIANSKTSNALEKDLDLLASVPSPSSVSRKAVGSMPTAGSAGSVPENLNLFPEPGSKSEETGKKQLSKDSILSLYGSQTPQMPAQAMFMAPAQMAYPTAYPSFP.... Result: 0 (no interaction). (7) The miRNA is hsa-miR-4319 with sequence UCCCUGAGCAAAGCCAC. The protein sequence of the target gene is MSPWQPLLLALLAFGCSSAAPYQRQPTFVVFPKDLKTSNLTDTQLAEAYLYRYGYTRAAQMMGEKQSLRPALLMLQKQLSLPQTGELDSQTLKAIRTPRCGVPDVGRFQTFKGLKWDHHNITYWIQNYSEDLPRDMIDDAFARAFAVWGEVAPLTFTRVYGPEADIVIQFGVAEHGDGYPFDGKDGLLAHAFPPGAGVQGDAHFDDDELWSLGKGVVIPTYYGNSNGAPCHFPFTFEGRSYSACTTDGRNDGTPWCSTTADYDKDGKFGFCPSERLYTEHGNGEGKPCVFPFIFEGRSYS.... Result: 0 (no interaction). (8) The miRNA is mmu-miR-503-5p with sequence UAGCAGCGGGAACAGUACUGCAG. The protein sequence of the target gene is MAQPYPPAQYPPPPQNGIPAEYAPPPPHPTQDYSGQTPVPPEHGMTLYTPAQTHPEQPGTEASTQPIAGTQTVPQADEAAQTDNQQLHPSDPTEKQQPKRLHVSNIPFRFRDPDLRQMFGQFGKILDVEIIFNERGSKGFGFVTFETSSDADRAREKLNGTIVEGRKIEVNNATARVMTNKKPGNPYANGWKLNPVVGTVYGPEFYAVTSFPYPTTGTAVAYRGAHLRGRGRAVYNTFRAAPPPPPIPTYGAALEQTLVKMPVPWAGLAPCPLPPQQTPEPAYPTSPAFPPLSCPFASRV.... Result: 0 (no interaction). (9) The miRNA is mmu-miR-290a-5p with sequence ACUCAAACUAUGGGGGCACUUU. The protein sequence of the target gene is MPPGTKRLRALGAFSAGLPTRLPEIMLVGSQSFSPGGPNGIIRSQSFAGFSGLQERRSRCNSFIENASALKKPQAKLKKMHNLGHKNNNTPKEPQPKRVEEVYRALKNGLDEYLEFHQTELDKLTAQLKDMKRNSRLGVLYDLDKQIKTIERYMRRLEFHISKVDELYEAYCIQRRLQDGASKMKQAFATSPASKAARESLSEINRSYKEYTENMCAIEAELESLLGEFSIKMKGLAGFARLCPGDQYEIFMKYGRQRWKLKGKIEVNGKQSWDGAETVFLPLIVGFISIKVTELKGLAT.... Result: 1 (interaction). (10) The miRNA is hsa-miR-589-5p with sequence UGAGAACCACGUCUGCUCUGAG. The protein sequence of the target gene is MPIRALCTICSDFFDHSRDVAAIHCGHTFHLQCLIQWFETAPSRTCPQCRIQVGKRTIINKLFFDLAQEEENVLDAEFLKNELDNVRAQLSQKDKEKRDSQVIIDTLRDTLEERNATVVSLQQALGKAEMLCSTLKKQMKYLEQQQDETKQAQEEARRLRSKMKTMEQIELLLQSQRPEVEEMIRDMGVGQSAVEQLAVYCVSLKKEYENLKEARKASGEVADKLRKDLFSSRSKLQTVYSELDQAKLELKSAQKDLQSADKEIMSLKKKLTMLQETLNLPPVASETVDRLVLESPAPVE.... Result: 0 (no interaction).